This data is from Full USPTO retrosynthesis dataset with 1.9M reactions from patents (1976-2016). The task is: Predict the reactants needed to synthesize the given product. Given the product [ClH:1].[CH3:10][O:11][C:2]1[N:3]=[CH:4][C:5]([C:8](=[NH:9])[NH2:14])=[N:6][CH:7]=1, predict the reactants needed to synthesize it. The reactants are: [Cl:1][C:2]1[N:3]=[CH:4][C:5]([C:8]#[N:9])=[N:6][CH:7]=1.[CH3:10][O-:11].[Na+].[Cl-].[NH4+:14].